Dataset: CYP2C19 inhibition data for predicting drug metabolism from PubChem BioAssay. Task: Regression/Classification. Given a drug SMILES string, predict its absorption, distribution, metabolism, or excretion properties. Task type varies by dataset: regression for continuous measurements (e.g., permeability, clearance, half-life) or binary classification for categorical outcomes (e.g., BBB penetration, CYP inhibition). Dataset: cyp2c19_veith. (1) The compound is c1coc(CNc2ncnc3nc[nH]c23)c1. The result is 0 (non-inhibitor). (2) The compound is C=CCn1cc(/C=N\NC(=O)c2cc3c(ccc4ccccc43)o2)c2ccccc21. The result is 1 (inhibitor).